This data is from Reaction yield outcomes from USPTO patents with 853,638 reactions. The task is: Predict the reaction yield, written as a fraction of the theoretical maximum amount of product (1.0 means a 100% yield; for example, 0.34 means a 34% yield). The reactants are P(Cl)(Cl)(Cl)=O.[CH3:6][C:7]1[C:11]2[C:12](=[O:24])[N:13]([CH2:16][CH2:17][N:18]3[CH2:23][CH2:22][CH2:21][CH2:20][CH2:19]3)[CH2:14][CH2:15][C:10]=2[NH:9][CH:8]=1.O.[OH-].[Na+].CN(C)[CH:30]=[O:31]. No catalyst specified. The product is [CH3:6][C:7]1[C:11]2[C:12](=[O:24])[N:13]([CH2:16][CH2:17][N:18]3[CH2:23][CH2:22][CH2:21][CH2:20][CH2:19]3)[CH2:14][CH2:15][C:10]=2[NH:9][C:8]=1[CH:30]=[O:31]. The yield is 0.317.